Dataset: Forward reaction prediction with 1.9M reactions from USPTO patents (1976-2016). Task: Predict the product of the given reaction. (1) Given the reactants CN(C)C=O.Cl[CH2:7][CH2:8][O:9][C:10]1[CH:19]=[C:18]2[C:13]([C:14]([O:20][C:21]3[C:22]([CH3:31])=[N:23][C:24]4[C:29]([CH:30]=3)=[CH:28][CH:27]=[CH:26][CH:25]=4)=[CH:15][CH:16]=[N:17]2)=[CH:12][C:11]=1[O:32][CH3:33].C(=O)([O-])[O-].[K+].[K+].[NH:40]1[CH2:45][CH2:44][CH:43]([OH:46])[CH2:42][CH2:41]1, predict the reaction product. The product is: [CH3:33][O:32][C:11]1[CH:12]=[C:13]2[C:18](=[CH:19][C:10]=1[O:9][CH2:8][CH2:7][N:40]1[CH2:45][CH2:44][CH:43]([OH:46])[CH2:42][CH2:41]1)[N:17]=[CH:16][CH:15]=[C:14]2[O:20][C:21]1[C:22]([CH3:31])=[N:23][C:24]2[C:29]([CH:30]=1)=[CH:28][CH:27]=[CH:26][CH:25]=2. (2) The product is: [NH:1]([C:8](=[O:32])[CH:9]([C:19]1[CH:20]=[CH:21][C:22]([C:23]([OH:25])=[O:24])=[CH:30][CH:31]=1)[C:10]([NH:12][C:13]1[CH:18]=[CH:17][CH:16]=[CH:15][CH:14]=1)=[O:11])[C:2]1[CH:3]=[CH:4][CH:5]=[CH:6][CH:7]=1. Given the reactants [NH:1]([C:8](=[O:32])[CH:9]([C:19]1[CH:31]=[CH:30][C:22]([C:23]([O:25]C(C)(C)C)=[O:24])=[CH:21][CH:20]=1)[C:10]([NH:12][C:13]1[CH:18]=[CH:17][CH:16]=[CH:15][CH:14]=1)=[O:11])[C:2]1[CH:7]=[CH:6][CH:5]=[CH:4][CH:3]=1.FC(F)(F)C(O)=O, predict the reaction product. (3) Given the reactants [Cl:1]/[C:2](/[C:12]([F:15])([F:14])[F:13])=[CH:3]\[CH:4]1[CH:6]([C:7](Cl)=[O:8])[C:5]1([CH3:11])[CH3:10].[O:16]([C:23]1[CH:24]=[C:25]([CH2:29][NH2:30])[CH:26]=[CH:27][CH:28]=1)[C:17]1[CH:22]=[CH:21][CH:20]=[CH:19][CH:18]=1.N1C=CC=CC=1, predict the reaction product. The product is: [Cl:1]/[C:2](/[C:12]([F:15])([F:14])[F:13])=[CH:3]\[CH:4]1[CH:6]([C:7]([NH:30][CH2:29][C:25]2[CH:26]=[CH:27][CH:28]=[C:23]([O:16][C:17]3[CH:22]=[CH:21][CH:20]=[CH:19][CH:18]=3)[CH:24]=2)=[O:8])[C:5]1([CH3:11])[CH3:10]. (4) The product is: [CH3:31][C:5]1([CH3:4])[C:9]2[N:10]=[C:11]([C:21]3[CH:30]=[CH:29][C:24]4[NH:25][C:26]([NH:28][CH3:1])=[N:27][C:23]=4[CH:22]=3)[N:12]=[C:13]([N:14]3[CH2:19][CH2:18][O:17][CH2:16][C@@H:15]3[CH3:20])[C:8]=2[CH2:7][O:6]1. Given the reactants [CH3:1][O-].[Na+].[CH3:4][C:5]1([CH3:31])[C:9]2[N:10]=[C:11]([C:21]3[CH:30]=[CH:29][C:24]4[NH:25][C:26]([NH2:28])=[N:27][C:23]=4[CH:22]=3)[N:12]=[C:13]([N:14]3[CH2:19][CH2:18][O:17][CH2:16][C@@H:15]3[CH3:20])[C:8]=2[CH2:7][O:6]1.C=O.[BH4-].[Na+], predict the reaction product. (5) Given the reactants [NH2:1][C:2]1[CH:3]=[CH:4][C:5]([CH3:24])=[C:6]([C:8]2[CH:17]=[C:16]3[C:11]([CH:12]=[C:13]([NH:18][C:19]([CH:21]4[CH2:23][CH2:22]4)=[O:20])[N:14]=[CH:15]3)=[CH:10][CH:9]=2)[CH:7]=1.ClCCCl.N1C=CC=CC=1.Cl[C:36]([O:38][C:39]1[CH:44]=[CH:43][C:42]([N+:45]([O-:47])=[O:46])=[CH:41][CH:40]=1)=[O:37], predict the reaction product. The product is: [CH:21]1([C:19]([NH:18][C:13]2[N:14]=[CH:15][C:16]3[C:11]([CH:12]=2)=[CH:10][CH:9]=[C:8]([C:6]2[CH:7]=[C:2]([NH:1][C:36](=[O:37])[O:38][C:39]4[CH:40]=[CH:41][C:42]([N+:45]([O-:47])=[O:46])=[CH:43][CH:44]=4)[CH:3]=[CH:4][C:5]=2[CH3:24])[CH:17]=3)=[O:20])[CH2:22][CH2:23]1.